Dataset: Catalyst prediction with 721,799 reactions and 888 catalyst types from USPTO. Task: Predict which catalyst facilitates the given reaction. (1) Reactant: Br[C:2]1[CH:3]=[C:4]([CH:22]=[CH:23][C:24]=1[CH3:25])[C:5]([NH:7][C:8]1[CH:13]=[CH:12][C:11]([CH2:14][N:15]([CH3:17])[CH3:16])=[C:10]([C:18]([F:21])([F:20])[F:19])[CH:9]=1)=[O:6].Br[C:27]1[CH:28]=[C:29]2[C:34](=[CH:35][CH:36]=1)[CH:33]=[N:32][N:31]=[CH:30]2.N. Product: [CH3:16][N:15]([CH2:14][C:11]1[CH:12]=[CH:13][C:8]([NH:7][C:5](=[O:6])[C:4]2[CH:22]=[CH:23][C:24]([CH3:25])=[C:2]([C:27]3[CH:28]=[C:29]4[C:34](=[CH:35][CH:36]=3)[CH:33]=[N:32][N:31]=[CH:30]4)[CH:3]=2)=[CH:9][C:10]=1[C:18]([F:21])([F:20])[F:19])[CH3:17]. The catalyst class is: 98. (2) Reactant: [CH3:1][NH:2][CH2:3][CH2:4][OH:5].[H-].[Na+].Cl[C:9]1[N:14]=[CH:13][C:12]([C:15]([C:28]2[CH:33]=[CH:32][C:31]([OH:34])=[CH:30][CH:29]=2)=[C:16]([C:19]2[CH:20]=[CH:21][C:22]3[O:26][CH2:25][CH2:24][C:23]=3[CH:27]=2)[CH2:17][CH3:18])=[CH:11][CH:10]=1. Product: [O:26]1[C:22]2[CH:21]=[CH:20][C:19]([C:16]([CH2:17][CH3:18])=[C:15]([C:28]3[CH:29]=[CH:30][C:31]([OH:34])=[CH:32][CH:33]=3)[C:12]3[CH:13]=[N:14][C:9]([O:5][CH2:4][CH2:3][NH:2][CH3:1])=[CH:10][CH:11]=3)=[CH:27][C:23]=2[CH2:24][CH2:25]1. The catalyst class is: 1. (3) Reactant: [H-].[Na+].[C:3]([C:5]1[CH:10]=[CH:9][C:8]([CH2:11][C:12]([O:14][CH2:15][CH3:16])=[O:13])=[CH:7][C:6]=1[O:17][CH3:18])#[N:4].[CH3:19]I.Cl. Product: [C:3]([C:5]1[CH:10]=[CH:9][C:8]([CH:11]([CH3:19])[C:12]([O:14][CH2:15][CH3:16])=[O:13])=[CH:7][C:6]=1[O:17][CH3:18])#[N:4]. The catalyst class is: 1. (4) Reactant: [Br:1][C:2]1[CH:11]=[CH:10][C:9]2[N:8]=[C:7](Cl)[C:6]3=[N:13][N:14](CC4C=CC(OC)=CC=4)[CH:15]=[C:5]3[C:4]=2[CH:3]=1.[NH:25]1[CH:29]=[CH:28][C:27]([NH2:30])=[N:26]1.Cl. Product: [Br:1][C:2]1[CH:11]=[CH:10][C:9]2[N:8]=[C:7]([NH:30][C:27]3[CH:28]=[CH:29][NH:25][N:26]=3)[C:6]3=[N:13][NH:14][CH:15]=[C:5]3[C:4]=2[CH:3]=1. The catalyst class is: 71. (5) The catalyst class is: 662. Reactant: [Cl:1][C:2]1[CH:7]=[CH:6][C:5]([S:8]([OH:11])(=[O:10])=O)=[CH:4][CH:3]=1.[Cl-].Cl[CH2:14][C:15]1[CH:20]=[CH:19][CH:18]=[CH:17][NH+:16]=1.C([O-])(=O)C.[Na+].C(O)CCC. Product: [Cl:1][C:2]1[CH:3]=[CH:4][C:5]([S:8]([CH2:14][C:15]2[CH:20]=[CH:19][CH:18]=[CH:17][N:16]=2)(=[O:10])=[O:11])=[CH:6][CH:7]=1. (6) Reactant: [N+:1]([C:4]1[CH:5]=[CH:6][C:7]2[CH2:13][CH2:12][CH2:11][NH:10][C:9](=[O:14])[C:8]=2[CH:15]=1)([O-])=O. Product: [NH2:1][C:4]1[CH:5]=[CH:6][C:7]2[CH2:13][CH2:12][CH2:11][NH:10][C:9](=[O:14])[C:8]=2[CH:15]=1. The catalyst class is: 19. (7) Reactant: [CH:1]1[C:13]2[CH:12]([CH2:14][O:15][C:16]([NH:18][C@H:19]([C:21]3[N:22]=[C:23]([C:32]([OH:34])=O)[C:24]4[C:29]([CH:30]=3)=[CH:28][CH:27]=[CH:26][C:25]=4[Cl:31])[CH3:20])=[O:17])[C:11]3[C:6](=[CH:7][CH:8]=[CH:9][CH:10]=3)[C:5]=2[CH:4]=[CH:3][CH:2]=1.CN(C=O)C.C(Cl)(=O)C(Cl)=O.[O:46]1[CH2:51][CH2:50][CH:49]([NH2:52])[CH2:48][CH2:47]1.CCN(CC)CC.Cl. Product: [Cl:31][C:25]1[CH:26]=[CH:27][CH:28]=[C:29]2[C:24]=1[C:23]([C:32](=[O:34])[NH:52][CH:49]1[CH2:50][CH2:51][O:46][CH2:47][CH2:48]1)=[N:22][C:21]([C@@H:19]([NH:18][C:16](=[O:17])[O:15][CH2:14][CH:12]1[C:11]3[CH:10]=[CH:9][CH:8]=[CH:7][C:6]=3[C:5]3[C:13]1=[CH:1][CH:2]=[CH:3][CH:4]=3)[CH3:20])=[CH:30]2. The catalyst class is: 34.